This data is from Reaction yield outcomes from USPTO patents with 853,638 reactions. The task is: Predict the reaction yield, written as a fraction of the theoretical maximum amount of product (1.0 means a 100% yield; for example, 0.34 means a 34% yield). The reactants are CC(C[AlH]CC(C)C)C.[CH:10]1([C:13]2[CH:14]=[N:15][C:16]3[C:21]([C:22]=2[C:23](OC)=[O:24])=[CH:20][CH:19]=[CH:18][CH:17]=3)[CH2:12][CH2:11]1.O.[O-]S([O-])(=O)=O.[Na+].[Na+]. The catalyst is C(Cl)Cl.CO. The product is [CH:10]1([C:13]2[CH:14]=[N:15][C:16]3[C:21]([C:22]=2[CH2:23][OH:24])=[CH:20][CH:19]=[CH:18][CH:17]=3)[CH2:12][CH2:11]1. The yield is 0.452.